This data is from Catalyst prediction with 721,799 reactions and 888 catalyst types from USPTO. The task is: Predict which catalyst facilitates the given reaction. (1) Reactant: [NH2:1][C:2]1[CH:21]=[CH:20][C:5]([O:6][CH:7]2[CH2:12][CH2:11][N:10](C(OC(C)(C)C)=O)[CH2:9][CH2:8]2)=[C:4]([O:22][CH:23]([F:25])[F:24])[CH:3]=1.Cl.Cl[C:28]1[N:33]=[C:32]([NH:34][C@@H:35]2[CH2:43][C@H:42]3[N:38]([CH2:39][CH2:40][CH2:41]3)[C:37]([CH3:45])([CH3:44])[CH2:36]2)[C:31]([F:46])=[CH:30][N:29]=1.CC1C=CC(S(O)(=O)=O)=CC=1.O. Product: [F:25][CH:23]([F:24])[O:22][C:4]1[CH:3]=[C:2]([NH:1][C:28]2[N:33]=[C:32]([NH:34][C@@H:35]3[CH2:43][C@H:42]4[N:38]([CH2:39][CH2:40][CH2:41]4)[C:37]([CH3:44])([CH3:45])[CH2:36]3)[C:31]([F:46])=[CH:30][N:29]=2)[CH:21]=[CH:20][C:5]=1[O:6][CH:7]1[CH2:8][CH2:9][NH:10][CH2:11][CH2:12]1. The catalyst class is: 41. (2) Reactant: [Si]([O:8][CH:9]1[CH2:15][CH2:14][N:13]([CH3:16])[CH2:12][C:11]2[CH:17]=[C:18]([C:21]3[N:22]=[N:23][CH:24]=[CH:25][CH:26]=3)[CH:19]=[CH:20][C:10]1=2)(C(C)(C)C)(C)C.CCCC[N+](CCCC)(CCCC)CCCC.[F-]. Product: [CH3:16][N:13]1[CH2:14][CH2:15][CH:9]([OH:8])[C:10]2[CH:20]=[CH:19][C:18]([C:21]3[N:22]=[N:23][CH:24]=[CH:25][CH:26]=3)=[CH:17][C:11]=2[CH2:12]1. The catalyst class is: 1. (3) Reactant: [F:1][C:2]1[CH:7]=[CH:6][C:5]([CH2:8][CH:9]2[CH2:14][CH2:13][N:12]([CH2:15][CH:16]3[CH2:20][CH2:19][N:18](C(OCC4C=CC=CC=4)=O)[CH2:17]3)[CH2:11][CH2:10]2)=[CH:4][CH:3]=1.[H][H]. Product: [F:1][C:2]1[CH:3]=[CH:4][C:5]([CH2:8][CH:9]2[CH2:14][CH2:13][N:12]([CH2:15][CH:16]3[CH2:20][CH2:19][NH:18][CH2:17]3)[CH2:11][CH2:10]2)=[CH:6][CH:7]=1. The catalyst class is: 43. (4) Reactant: [CH3:1][N:2]([CH3:28])[C:3]([C:5]1[CH:6]=[C:7]([C:23]([O:25]CC)=[O:24])[C:8](=[O:22])[N:9]([C:12]2[CH:17]=[CH:16][CH:15]=[C:14]([C:18]([F:21])([F:20])[F:19])[CH:13]=2)[C:10]=1[CH3:11])=[O:4].[OH-].[Na+]. Product: [CH3:28][N:2]([CH3:1])[C:3]([C:5]1[CH:6]=[C:7]([C:23]([OH:25])=[O:24])[C:8](=[O:22])[N:9]([C:12]2[CH:17]=[CH:16][CH:15]=[C:14]([C:18]([F:20])([F:19])[F:21])[CH:13]=2)[C:10]=1[CH3:11])=[O:4]. The catalyst class is: 20. (5) Reactant: [NH2:1][CH2:2][C@H:3]1[CH2:8][CH2:7][CH2:6][CH2:5][N:4]1C(OC(C)(C)C)=O.[ClH:16]. Product: [ClH:16].[NH:4]1[CH2:5][CH2:6][CH2:7][CH2:8][C@@H:3]1[CH2:2][NH2:1]. The catalyst class is: 1. (6) Reactant: [OH:1][C:2]1[CH:3]=[C:4]([CH2:8][C:9]([OH:11])=[O:10])[CH:5]=[CH:6][CH:7]=1.[OH-].[K+].[CH3:14][O:15][C:16](=[O:25])[C:17]1[CH:22]=[CH:21][CH:20]=[CH:19][C:18]=1[CH2:23]Br. Product: [CH3:14][O:15][C:16]([C:17]1[CH:22]=[CH:21][CH:20]=[CH:19][C:18]=1[CH2:23][O:1][C:2]1[CH:3]=[C:4]([CH2:8][C:9]([OH:11])=[O:10])[CH:5]=[CH:6][CH:7]=1)=[O:25]. The catalyst class is: 8. (7) Reactant: [NH2:1][CH:2]1[CH2:7][CH2:6][CH:5]([NH:8][C:9]2[N:17]=[C:16]3[C:12]([N:13]=[CH:14][N:15]3[CH:18]3[CH2:22][CH2:21][CH2:20][CH2:19]3)=[C:11]([NH:23][CH2:24][C:25]3[CH:30]=[CH:29][C:28]([C:31]4[CH:36]=[CH:35][CH:34]=[CH:33][C:32]=4[O:37]C)=[CH:27][CH:26]=3)[N:10]=2)[CH2:4][CH2:3]1.CO. Product: [NH2:1][CH:2]1[CH2:3][CH2:4][CH:5]([NH:8][C:9]2[N:17]=[C:16]3[C:12]([N:13]=[CH:14][N:15]3[CH:18]3[CH2:19][CH2:20][CH2:21][CH2:22]3)=[C:11]([NH:23][CH2:24][C:25]3[CH:26]=[CH:27][C:28]([C:31]4[CH:36]=[CH:35][CH:34]=[CH:33][C:32]=4[OH:37])=[CH:29][CH:30]=3)[N:10]=2)[CH2:6][CH2:7]1. The catalyst class is: 4. (8) Reactant: [C:1](O)(=O)[C:2]1[CH:7]=[CH:6][CH:5]=[CH:4][CH:3]=1.[CH2:10]([SH:17])[C:11]1[CH:16]=[CH:15][CH:14]=[CH:13][CH:12]=1.P12(SP3(SP(SP(S3)(S1)=S)(=S)S2)=S)=[S:19]. Product: [C:1]([S:17][CH2:10][C:11]1[CH:16]=[CH:15][CH:14]=[CH:13][CH:12]=1)(=[S:19])[C:2]1[CH:7]=[CH:6][CH:5]=[CH:4][CH:3]=1. The catalyst class is: 11. (9) Reactant: C(OC([N:8]1[CH2:13][CH2:12][CH:11]([N:14]2[CH:18]=[C:17]([C:19](=[O:41])[NH:20][CH2:21][C:22](=[O:40])[N:23]3[CH2:28][CH2:27][CH:26]([O:29][C:30]4[CH:35]=[CH:34][CH:33]=[C:32]([C:36]([F:39])([F:38])[F:37])[CH:31]=4)[CH2:25][CH2:24]3)[N:16]=[N:15]2)[CH2:10][CH2:9]1)=O)(C)(C)C.C(N1CCC(N)CC1)(OC(C)(C)C)=O.[ClH:56]. Product: [ClH:56].[O:40]=[C:22]([N:23]1[CH2:24][CH2:25][CH:26]([O:29][C:30]2[CH:35]=[CH:34][CH:33]=[C:32]([C:36]([F:37])([F:38])[F:39])[CH:31]=2)[CH2:27][CH2:28]1)[CH2:21][NH:20][C:19]([C:17]1[N:16]=[N:15][N:14]([CH:11]2[CH2:10][CH2:9][NH:8][CH2:13][CH2:12]2)[CH:18]=1)=[O:41]. The catalyst class is: 12. (10) Reactant: [F:1][C:2]1[CH:20]=[C:19]([N+:21]([O-])=O)[CH:18]=[CH:17][C:3]=1[O:4][C:5]1[C:10]2=[C:11]([CH3:16])[C:12]([O:14][CH3:15])=[CH:13][N:9]2[N:8]=[CH:7][N:6]=1.CO.[NH4+].[Cl-]. Product: [F:1][C:2]1[CH:20]=[C:19]([NH2:21])[CH:18]=[CH:17][C:3]=1[O:4][C:5]1[C:10]2=[C:11]([CH3:16])[C:12]([O:14][CH3:15])=[CH:13][N:9]2[N:8]=[CH:7][N:6]=1. The catalyst class is: 324.